From a dataset of Forward reaction prediction with 1.9M reactions from USPTO patents (1976-2016). Predict the product of the given reaction. (1) Given the reactants [NH2:1][C:2]1[CH:7]=[CH:6][C:5]([C:8]2[N:9]=[C:10]([C@@H:13]3[CH2:17][CH2:16][CH2:15][N:14]3[C:18](=[O:29])[C@H:19]([N:26]([CH3:28])[CH3:27])[C:20]3[CH:25]=[CH:24][CH:23]=[CH:22][CH:21]=3)[NH:11][CH:12]=2)=[CH:4][CH:3]=1.[C:30]([O:34][C:35]([NH:37][C:38]1[CH:43]=[CH:42][C:41]([S:44][C:45]2[CH:53]=[CH:52][C:48]([C:49](O)=[O:50])=[CH:47][C:46]=2[NH:54][C:55]2[C:56]3[CH:64]=[CH:63][C:62]([CH:65]([CH3:67])[CH3:66])=[N:61][C:57]=3[N:58]=[CH:59][N:60]=2)=[CH:40][CH:39]=1)=[O:36])([CH3:33])([CH3:32])[CH3:31], predict the reaction product. The product is: [CH3:28][N:26]([CH3:27])[C@H:19]([C:20]1[CH:25]=[CH:24][CH:23]=[CH:22][CH:21]=1)[C:18]([N:14]1[CH2:15][CH2:16][CH2:17][C@H:13]1[C:10]1[NH:11][CH:12]=[C:8]([C:5]2[CH:6]=[CH:7][C:2]([NH:1][C:49]([C:48]3[CH:52]=[CH:53][C:45]([S:44][C:41]4[CH:40]=[CH:39][C:38]([NH:37][C:35](=[O:36])[O:34][C:30]([CH3:33])([CH3:32])[CH3:31])=[CH:43][CH:42]=4)=[C:46]([NH:54][C:55]4[C:56]5[CH:64]=[CH:63][C:62]([CH:65]([CH3:67])[CH3:66])=[N:61][C:57]=5[N:58]=[CH:59][N:60]=4)[CH:47]=3)=[O:50])=[CH:3][CH:4]=2)[N:9]=1)=[O:29]. (2) Given the reactants C[O:2][C:3]1[NH:4][C:5](=[O:17])[C:6]2[C:15]([CH:16]=1)=[N:14][CH:13]=[C:12]1[C:7]=2[CH:8]=[CH:9][CH:10]=[CH:11]1, predict the reaction product. The product is: [OH:2][C:3]1[NH:4][C:5](=[O:17])[C:6]2[C:15]([CH:16]=1)=[N:14][CH:13]=[C:12]1[C:7]=2[CH:8]=[CH:9][CH:10]=[CH:11]1.